From a dataset of Reaction yield outcomes from USPTO patents with 853,638 reactions. Predict the reaction yield, written as a fraction of the theoretical maximum amount of product (1.0 means a 100% yield; for example, 0.34 means a 34% yield). The reactants are O=[C:2]([C:9]1[CH:14]=[CH:13][N:12]=[CH:11][CH:10]=1)[CH2:3][C:4](OCC)=[O:5].[CH3:15][NH:16][C:17]([NH2:19])=[S:18].C1CCN2C(=NCCC2)CC1.CS(O)(=O)=O. The catalyst is O. The product is [SH:18][C:17]1[N:16]([CH3:15])[C:4](=[O:5])[CH:3]=[C:2]([C:9]2[CH:14]=[CH:13][N:12]=[CH:11][CH:10]=2)[N:19]=1. The yield is 0.720.